This data is from Full USPTO retrosynthesis dataset with 1.9M reactions from patents (1976-2016). The task is: Predict the reactants needed to synthesize the given product. (1) The reactants are: [CH3:1][C:2]1[C:3]([C:7](=[N:14][O:15][CH2:16][C:17]2[N:22]=[C:21]([NH:23][C:24](=O)OC(C)(C)C)[CH:20]=[CH:19][CH:18]=2)[C:8]2[CH:13]=[CH:12][CH:11]=[CH:10][CH:9]=2)=[N:4][S:5][N:6]=1.[H-].[Na+].I[CH2:34][CH2:35][CH2:36][CH2:37][CH2:38]C.FC(F)(F)C(OC(=O)C(F)(F)F)=O.C([O-])(O)=O.[Na+]. Given the product [CH2:24]([NH:23][C:21]1[CH:20]=[CH:19][CH:18]=[C:17]([CH2:16][O:15][N:14]=[C:7]([C:3]2[C:2]([CH3:1])=[N:6][S:5][N:4]=2)[C:8]2[CH:9]=[CH:10][CH:11]=[CH:12][CH:13]=2)[N:22]=1)[CH2:34][CH2:35][CH2:36][CH2:37][CH3:38], predict the reactants needed to synthesize it. (2) The reactants are: O/[CH:2]=[C:3]1\[C:4](=[O:13])[NH:5][C:6]2[C:11]\1=[C:10](C)[CH:9]=[CH:8][CH:7]=2.O/C=C1\C(=O)NC2C\1=CC=CC=2.[CH3:26][N:27]([CH3:45])[CH2:28][CH2:29][CH2:30][O:31][C:32]1[CH:44]=[CH:43][C:35]([CH2:36][C:37]2[CH:38]=[C:39]([NH2:42])[NH:40][N:41]=2)=[CH:34][CH:33]=1.NC1C=CNN=1. Given the product [CH3:45][N:27]([CH3:26])[CH2:28][CH2:29][CH2:30][O:31][C:32]1[CH:44]=[CH:43][C:35]([CH2:36][C:37]2[CH:38]=[C:39]([NH:42][CH:2]=[C:3]3[C:11]4[C:6](=[CH:7][CH:8]=[CH:9][CH:10]=4)[NH:5][C:4]3=[O:13])[NH:40][N:41]=2)=[CH:34][CH:33]=1, predict the reactants needed to synthesize it. (3) Given the product [O:1]=[C:2]1[N:6]([C:7]2[CH:12]=[CH:11][CH:10]=[CH:9][CH:8]=2)[N:5]=[C:4]([C:13]([OH:15])=[O:14])[NH:3]1, predict the reactants needed to synthesize it. The reactants are: [O:1]=[C:2]1[N:6]([C:7]2[CH:12]=[CH:11][CH:10]=[CH:9][CH:8]=2)[NH:5][C:4]([C:13]([O:15]C)=[O:14])=[N:3]1.CO.O. (4) Given the product [CH2:20]([O:27][C:28]1[CH:33]=[CH:32][CH:31]=[C:30]([O:34][CH3:35])[C:29]=1[C:2]1[N:7]=[N:6][C:5]([N:8]([CH3:19])[CH:9]2[CH2:14][C:13]([CH3:16])([CH3:15])[NH:12][C:11]([CH3:18])([CH3:17])[CH2:10]2)=[CH:4][CH:3]=1)[C:21]1[CH:22]=[CH:23][CH:24]=[CH:25][CH:26]=1, predict the reactants needed to synthesize it. The reactants are: Cl[C:2]1[N:7]=[N:6][C:5]([N:8]([CH3:19])[CH:9]2[CH2:14][C:13]([CH3:16])([CH3:15])[NH:12][C:11]([CH3:18])([CH3:17])[CH2:10]2)=[CH:4][CH:3]=1.[CH2:20]([O:27][C:28]1[CH:33]=[CH:32][CH:31]=[C:30]([O:34][CH3:35])[C:29]=1B(O)O)[C:21]1[CH:26]=[CH:25][CH:24]=[CH:23][CH:22]=1. (5) Given the product [CH3:33][C:34]1[CH:40]=[CH:39][C:37]([NH:38][C:2]2[CH:3]=[C:4]3[C:8](=[CH:9][CH:10]=2)[N:7]([C:11]([O:13][C:14]([CH3:17])([CH3:16])[CH3:15])=[O:12])[N:6]=[CH:5]3)=[CH:36][CH:35]=1, predict the reactants needed to synthesize it. The reactants are: Br[C:2]1[CH:3]=[C:4]2[C:8](=[CH:9][CH:10]=1)[N:7]([C:11]([O:13][C:14]([CH3:17])([CH3:16])[CH3:15])=[O:12])[N:6]=[CH:5]2.[Si](OC1C=CC(N)=CC=1)(C(C)(C)C)(C)C.[CH3:33][C:34]1[CH:40]=[CH:39][C:37]([NH2:38])=[CH:36][CH:35]=1.